This data is from NCI-60 drug combinations with 297,098 pairs across 59 cell lines. The task is: Regression. Given two drug SMILES strings and cell line genomic features, predict the synergy score measuring deviation from expected non-interaction effect. (1) Drug 1: C1=NC(=NC(=O)N1C2C(C(C(O2)CO)O)O)N. Drug 2: CCN(CC)CCNC(=O)C1=C(NC(=C1C)C=C2C3=C(C=CC(=C3)F)NC2=O)C. Cell line: OVCAR-5. Synergy scores: CSS=10.5, Synergy_ZIP=-2.91, Synergy_Bliss=3.49, Synergy_Loewe=-9.60, Synergy_HSA=0.399. (2) Drug 1: C1CC(C1)(C(=O)O)C(=O)O.[NH2-].[NH2-].[Pt+2]. Drug 2: C(CC(=O)O)C(=O)CN.Cl. Cell line: CAKI-1. Synergy scores: CSS=9.92, Synergy_ZIP=-1.43, Synergy_Bliss=-0.418, Synergy_Loewe=-4.14, Synergy_HSA=-2.33. (3) Drug 1: C1=C(C(=O)NC(=O)N1)F. Drug 2: CC(C)CN1C=NC2=C1C3=CC=CC=C3N=C2N. Cell line: U251. Synergy scores: CSS=28.8, Synergy_ZIP=-15.8, Synergy_Bliss=-9.62, Synergy_Loewe=-11.2, Synergy_HSA=-10.7. (4) Drug 1: C1=CC(=C2C(=C1NCCNCCO)C(=O)C3=C(C=CC(=C3C2=O)O)O)NCCNCCO. Drug 2: CC1CCCC2(C(O2)CC(NC(=O)CC(C(C(=O)C(C1O)C)(C)C)O)C(=CC3=CSC(=N3)C)C)C. Cell line: HOP-62. Synergy scores: CSS=42.3, Synergy_ZIP=0.754, Synergy_Bliss=2.23, Synergy_Loewe=1.82, Synergy_HSA=2.33. (5) Drug 1: CN(C)C1=NC(=NC(=N1)N(C)C)N(C)C. Drug 2: CC1=C(N=C(N=C1N)C(CC(=O)N)NCC(C(=O)N)N)C(=O)NC(C(C2=CN=CN2)OC3C(C(C(C(O3)CO)O)O)OC4C(C(C(C(O4)CO)O)OC(=O)N)O)C(=O)NC(C)C(C(C)C(=O)NC(C(C)O)C(=O)NCCC5=NC(=CS5)C6=NC(=CS6)C(=O)NCCC[S+](C)C)O. Cell line: EKVX. Synergy scores: CSS=-1.30, Synergy_ZIP=0.682, Synergy_Bliss=0.0290, Synergy_Loewe=-0.869, Synergy_HSA=-1.20. (6) Drug 1: CCC1(CC2CC(C3=C(CCN(C2)C1)C4=CC=CC=C4N3)(C5=C(C=C6C(=C5)C78CCN9C7C(C=CC9)(C(C(C8N6C=O)(C(=O)OC)O)OC(=O)C)CC)OC)C(=O)OC)O.OS(=O)(=O)O. Drug 2: C1=NC2=C(N=C(N=C2N1C3C(C(C(O3)CO)O)F)Cl)N. Cell line: UACC62. Synergy scores: CSS=2.02, Synergy_ZIP=-0.0638, Synergy_Bliss=-0.262, Synergy_Loewe=0.754, Synergy_HSA=-0.625.